This data is from Full USPTO retrosynthesis dataset with 1.9M reactions from patents (1976-2016). The task is: Predict the reactants needed to synthesize the given product. Given the product [Br:11][C:8]1[CH:9]=[CH:10][C:5]([C:19]2([OH:22])[CH2:20][CH2:21][C:16]3([O:15][CH2:14][CH2:13][O:12]3)[CH2:17][CH2:18]2)=[CH:6][CH:7]=1, predict the reactants needed to synthesize it. The reactants are: [Mg].II.Br[C:5]1[CH:10]=[CH:9][C:8]([Br:11])=[CH:7][CH:6]=1.[O:12]1[C:16]2([CH2:21][CH2:20][C:19](=[O:22])[CH2:18][CH2:17]2)[O:15][CH2:14][CH2:13]1.